From a dataset of NCI-60 drug combinations with 297,098 pairs across 59 cell lines. Regression. Given two drug SMILES strings and cell line genomic features, predict the synergy score measuring deviation from expected non-interaction effect. (1) Drug 1: C1CN1C2=NC(=NC(=N2)N3CC3)N4CC4. Drug 2: CC1C(C(CC(O1)OC2CC(CC3=C2C(=C4C(=C3O)C(=O)C5=CC=CC=C5C4=O)O)(C(=O)C)O)N)O. Cell line: UACC62. Synergy scores: CSS=75.4, Synergy_ZIP=-9.47, Synergy_Bliss=-6.41, Synergy_Loewe=-2.57, Synergy_HSA=-0.732. (2) Drug 1: C1CCN(CC1)CCOC2=CC=C(C=C2)C(=O)C3=C(SC4=C3C=CC(=C4)O)C5=CC=C(C=C5)O. Drug 2: C1CN(CCN1C(=O)CCBr)C(=O)CCBr. Cell line: K-562. Synergy scores: CSS=11.1, Synergy_ZIP=-5.76, Synergy_Bliss=-10.00, Synergy_Loewe=-11.8, Synergy_HSA=-8.77. (3) Cell line: TK-10. Drug 2: C1=NNC2=C1C(=O)NC=N2. Drug 1: CCC1(CC2CC(C3=C(CCN(C2)C1)C4=CC=CC=C4N3)(C5=C(C=C6C(=C5)C78CCN9C7C(C=CC9)(C(C(C8N6C=O)(C(=O)OC)O)OC(=O)C)CC)OC)C(=O)OC)O.OS(=O)(=O)O. Synergy scores: CSS=-0.0830, Synergy_ZIP=1.14, Synergy_Bliss=2.34, Synergy_Loewe=-1.27, Synergy_HSA=-1.50. (4) Drug 1: CN1CCC(CC1)COC2=C(C=C3C(=C2)N=CN=C3NC4=C(C=C(C=C4)Br)F)OC. Drug 2: CC12CCC3C(C1CCC2=O)CC(=C)C4=CC(=O)C=CC34C. Cell line: MOLT-4. Synergy scores: CSS=53.0, Synergy_ZIP=-1.13, Synergy_Bliss=2.25, Synergy_Loewe=-0.250, Synergy_HSA=1.91. (5) Drug 1: CC1=C(C(CCC1)(C)C)C=CC(=CC=CC(=CC(=O)O)C)C. Drug 2: C1CC(C1)(C(=O)O)C(=O)O.[NH2-].[NH2-].[Pt+2]. Cell line: HCT116. Synergy scores: CSS=24.7, Synergy_ZIP=-2.57, Synergy_Bliss=0.704, Synergy_Loewe=-2.19, Synergy_HSA=-2.35.